This data is from Forward reaction prediction with 1.9M reactions from USPTO patents (1976-2016). The task is: Predict the product of the given reaction. (1) Given the reactants O.[OH-].[Li+].C[O:5][C:6](=[O:37])/[C:7](/[NH:16][C:17](=[O:36])[C:18]1[CH:23]=[CH:22][C:21]([C:24]([NH:26][CH2:27][C:28]2[CH:33]=[CH:32][CH:31]=[C:30]([OH:34])[CH:29]=2)=[O:25])=[CH:20][C:19]=1[Cl:35])=[CH:8]/[C:9]1[CH:14]=[CH:13][C:12]([Br:15])=[CH:11][CH:10]=1, predict the reaction product. The product is: [Br:15][C:12]1[CH:13]=[CH:14][C:9](/[CH:8]=[C:7](\[NH:16][C:17](=[O:36])[C:18]2[CH:23]=[CH:22][C:21]([C:24]([NH:26][CH2:27][C:28]3[CH:33]=[CH:32][CH:31]=[C:30]([OH:34])[CH:29]=3)=[O:25])=[CH:20][C:19]=2[Cl:35])/[C:6]([OH:37])=[O:5])=[CH:10][CH:11]=1. (2) Given the reactants [NH2:1][C:2]1[N:3]([CH3:32])[C:4](=[O:31])[C:5]2[C:6](=[N:8][N:9]([CH2:19][C:20]3[C:29]4[C:24](=[CH:25][CH:26]=[C:27]([Cl:30])[CH:28]=4)[N:23]=[CH:22][CH:21]=3)[C:10]=2[C:11]2[N:15]([CH3:16])[CH:14]=[C:13]([C:17]#[N:18])[CH:12]=2)[N:7]=1.C(S(Cl)(=O)=O)CC, predict the reaction product. The product is: [Cl:30][C:27]1[CH:28]=[C:29]2[C:24](=[CH:25][CH:26]=1)[N:23]=[CH:22][CH:21]=[C:20]2[CH2:19][N:9]1[C:10]([C:11]2[N:15]([CH3:16])[CH:14]=[C:13]([C:17]#[N:18])[CH:12]=2)=[C:5]2[C:6]([N:7]=[C:2]([N:1]=[CH:2][N:3]([CH3:32])[CH3:4])[N:3]([CH3:32])[C:4]2=[O:31])=[N:8]1. (3) Given the reactants [OH:1][C@@H:2]1[CH2:18][C@@H:17]2[C@@:5]([CH3:28])([C@@H:6]3[C@@H:14]([CH2:15][CH2:16]2)[C@:13]2([OH:19])[C@@:9]([CH3:27])([C@@H:10]([C:20]4[CH:21]=[CH:22][C:23](=[O:26])[O:24][CH:25]=4)[CH2:11][CH2:12]2)[CH2:8][CH2:7]3)[CH2:4][CH2:3]1.OS([O-])=O.[Na+], predict the reaction product. The product is: [OH:19][C@:13]12[CH2:12][CH2:11][C@H:10]([C:20]3[CH:21]=[CH:22][C:23](=[O:26])[O:24][CH:25]=3)[C@@:9]1([CH3:27])[CH2:8][CH2:7][C@H:6]1[C@H:14]2[CH2:15][CH2:16][C@H:17]2[C@:5]1([CH3:28])[CH2:4][CH2:3][C:2](=[O:1])[CH2:18]2.